Dataset: Full USPTO retrosynthesis dataset with 1.9M reactions from patents (1976-2016). Task: Predict the reactants needed to synthesize the given product. The reactants are: [Cl:1][C:2]1[C:6]([N:7]([CH2:15][C:16]#[CH:17])C(=O)OC(C)(C)C)=[CH:5][N:4]([C:18]2[CH:19]=[N:20][CH:21]=[CH:22][CH:23]=2)[N:3]=1.FC(F)(F)C(O)=O. Given the product [Cl:1][C:2]1[C:6]([NH:7][CH2:15][C:16]#[CH:17])=[CH:5][N:4]([C:18]2[CH:19]=[N:20][CH:21]=[CH:22][CH:23]=2)[N:3]=1, predict the reactants needed to synthesize it.